Dataset: Catalyst prediction with 721,799 reactions and 888 catalyst types from USPTO. Task: Predict which catalyst facilitates the given reaction. (1) Reactant: C(=O)=O.[CH3:4][C:5]([CH3:20])([CH3:19])[CH:6]([C:8]1[O:9][C:10]([C:13]2[CH:14]=[N:15][CH:16]=[CH:17][CH:18]=2)=[N:11][N:12]=1)[OH:7]. Product: [CH3:4][C:5]([CH3:20])([CH3:19])[C@H:6]([C:8]1[O:9][C:10]([C:13]2[CH:14]=[N:15][CH:16]=[CH:17][CH:18]=2)=[N:11][N:12]=1)[OH:7].[CH3:4][C:5]([CH3:20])([CH3:19])[C@@H:6]([C:8]1[O:9][C:10]([C:13]2[CH:14]=[N:15][CH:16]=[CH:17][CH:18]=2)=[N:11][N:12]=1)[OH:7]. The catalyst class is: 147. (2) The catalyst class is: 2. Product: [ClH:31].[NH2:7][C:8]1[CH2:9][O:10][CH2:11][C@:12]([C:16]2[CH:21]=[C:20]([NH:22][C:23]([C:25]3[CH:30]=[CH:29][C:28]([Cl:31])=[CH:27][N:26]=3)=[O:24])[CH:19]=[CH:18][C:17]=2[F:32])([CH2:14][F:15])[N:13]=1. Reactant: C(OC(=O)[NH:7][C:8]1[CH2:9][O:10][CH2:11][C@:12]([C:16]2[CH:21]=[C:20]([NH:22][C:23]([C:25]3[CH:30]=[CH:29][C:28]([Cl:31])=[CH:27][N:26]=3)=[O:24])[CH:19]=[CH:18][C:17]=2[F:32])([CH2:14][F:15])[N:13]=1)(C)(C)C.Cl.O1CCOCC1.Cl.CO. (3) Reactant: Cl.[NH2:2][C@H:3]1[CH2:8][CH2:7][CH2:6][N:5]([CH3:9])[C:4]1=[O:10].C(N(CC)CC)C.O=C1CCC(=O)N1[C:25]1[C:33]2[C:28](=[CH:29][C:30]([C:43]([O-])=[O:44])=[C:31]([O:34][C:35]3[CH:40]=[CH:39][C:38]([F:41])=[CH:37][C:36]=3[F:42])[CH:32]=2)[N:27]([CH2:46][CH:47]([CH3:49])[CH3:48])[N:26]=1. Product: [F:42][C:36]1[CH:37]=[C:38]([F:41])[CH:39]=[CH:40][C:35]=1[O:34][C:31]1[CH:32]=[C:33]2[C:28](=[CH:29][C:30]=1[C:43]([NH:2][C@H:3]1[CH2:8][CH2:7][CH2:6][N:5]([CH3:9])[C:4]1=[O:10])=[O:44])[N:27]([CH2:46][CH:47]([CH3:49])[CH3:48])[N:26]=[CH:25]2. The catalyst class is: 42. (4) Product: [N+:8]([C:3]1[CH:4]=[CH:5][CH:6]=[CH:7][C:2]=1[O:21][CH2:18][CH2:17][N:14]1[CH2:15][CH2:16][O:11][CH2:12][CH2:13]1)([O-:10])=[O:9]. Reactant: F[C:2]1[CH:7]=[CH:6][CH:5]=[CH:4][C:3]=1[N+:8]([O-:10])=[O:9].[O:11]1[CH2:16][CH2:15][N:14]([CH:17](O)[CH3:18])[CH2:13][CH2:12]1.C(=O)([O-])[O-:21].[Cs+].[Cs+]. The catalyst class is: 9.